Dataset: Catalyst prediction with 721,799 reactions and 888 catalyst types from USPTO. Task: Predict which catalyst facilitates the given reaction. (1) Reactant: C([O:5][C:6]([N:8]1[CH2:13][CH2:12][CH2:11][CH:10]([CH2:14][CH2:15][C:16]([OH:18])=O)[CH2:9]1)=[O:7])(C)(C)C.C(Cl)CCl.C1C=CC2N(O)N=NC=2C=1.CN1CCOCC1.[NH2:40][C:41]1[CH:42]=[C:43]([CH2:47][C:48]([NH:50][C:51]2[CH:56]=[CH:55][C:54]([O:57][CH3:58])=[C:53]([O:59][CH3:60])[CH:52]=2)=[O:49])[CH:44]=[CH:45][CH:46]=1. Product: [CH3:60][O:59][C:53]1[CH:52]=[C:51]([NH:50][C:48]([CH2:47][C:43]2[CH:42]=[C:41]([NH:40][C:16](=[O:18])[CH2:15][CH2:14][CH:10]3[CH2:11][CH2:12][CH2:13][NH:8][CH2:9]3)[CH:46]=[CH:45][CH:44]=2)=[O:49])[CH:56]=[CH:55][C:54]=1[O:57][CH3:58].[CH:6]([O-:7])=[O:5]. The catalyst class is: 139. (2) Reactant: [CH3:1][C@H:2]1[N:13]([CH3:14])[C:12](=[O:15])[C@H:11]([CH2:16][C:17](O)=[O:18])[CH2:10][CH:9]=[CH:8][CH2:7][CH2:6][C:5](=[O:20])[O:4][C@@H:3]1[C:21]1[CH:26]=[CH:25][CH:24]=[CH:23][CH:22]=1.[CH2:27]([O:29][CH2:30][CH2:31][NH2:32])[CH3:28].CO.C(Cl)Cl. Product: [CH3:1][C@H:2]1[N:13]([CH3:14])[C:12](=[O:15])[C@H:11]([CH2:16][C:17]([NH:32][CH2:31][CH2:30][O:29][CH2:27][CH3:28])=[O:18])[CH2:10][CH:9]=[CH:8][CH2:7][CH2:6][C:5](=[O:20])[O:4][C@@H:3]1[C:21]1[CH:22]=[CH:23][CH:24]=[CH:25][CH:26]=1. The catalyst class is: 2. (3) Reactant: [C:1]([O:5][C:6]([N:8]1[C:17]2[C:12](=[CH:13][CH:14]=[CH:15][CH:16]=2)[N:11]([C:18]2[CH:23]=[CH:22][C:21]([N:24]3[CH2:29][CH2:28][NH:27][CH2:26][CH2:25]3)=[CH:20][N:19]=2)[CH2:10][CH2:9]1)=[O:7])([CH3:4])([CH3:3])[CH3:2].ClCCl.[CH:33]1([S:36](Cl)(=[O:38])=[O:37])[CH2:35][CH2:34]1. Product: [C:1]([O:5][C:6]([N:8]1[C:17]2[C:12](=[CH:13][CH:14]=[CH:15][CH:16]=2)[N:11]([C:18]2[CH:23]=[CH:22][C:21]([N:24]3[CH2:29][CH2:28][N:27]([S:36]([CH:33]4[CH2:35][CH2:34]4)(=[O:38])=[O:37])[CH2:26][CH2:25]3)=[CH:20][N:19]=2)[CH2:10][CH2:9]1)=[O:7])([CH3:4])([CH3:2])[CH3:3]. The catalyst class is: 66. (4) Reactant: CS(O[CH2:6][C:7]1[CH:8]=[C:9]2[C:14](=[CH:15][CH:16]=1)[N:13]=[CH:12][CH:11]=[CH:10]2)(=O)=O.[NH:17]1[CH:21]=[CH:20][N:19]=[CH:18]1.[Na]. Product: [N:17]1([CH2:6][C:7]2[CH:8]=[C:9]3[C:14](=[CH:15][CH:16]=2)[N:13]=[CH:12][CH:11]=[CH:10]3)[CH:21]=[CH:20][N:19]=[CH:18]1. The catalyst class is: 3. (5) Reactant: CS[C:3]1[NH:4][C:5](=[O:14])[C:6]([C:9]([O:11][CH2:12][CH3:13])=[O:10])=[CH:7][N:8]=1.[NH:15]1[C:23]2[C:18](=[CH:19][C:20]([NH2:24])=[CH:21][CH:22]=2)[CH:17]=[N:16]1. Product: [NH:15]1[C:23]2[C:18](=[CH:19][C:20]([NH:24][C:3]3[NH:4][C:5](=[O:14])[C:6]([C:9]([O:11][CH2:12][CH3:13])=[O:10])=[CH:7][N:8]=3)=[CH:21][CH:22]=2)[CH:17]=[N:16]1. The catalyst class is: 8.